From a dataset of Full USPTO retrosynthesis dataset with 1.9M reactions from patents (1976-2016). Predict the reactants needed to synthesize the given product. (1) Given the product [Cl:41][CH2:42][C:43]([N:18]1[CH2:19][CH2:20][CH:15]([CH2:14][O:13][C:12]2[CH:11]=[C:10]3[C:5]([C:6]([O:21][C:22]4[CH:23]=[C:24]5[C:28](=[CH:29][CH:30]=4)[NH:27][CH:26]=[C:25]5[CH3:31])=[N:7][CH:8]=[N:9]3)=[CH:4][C:3]=2[O:2][CH3:1])[CH2:16][CH2:17]1)=[O:44], predict the reactants needed to synthesize it. The reactants are: [CH3:1][O:2][C:3]1[CH:4]=[C:5]2[C:10](=[CH:11][C:12]=1[O:13][CH2:14][CH:15]1[CH2:20][CH2:19][NH:18][CH2:17][CH2:16]1)[N:9]=[CH:8][N:7]=[C:6]2[O:21][C:22]1[CH:23]=[C:24]2[C:28](=[CH:29][CH:30]=1)[NH:27][CH:26]=[C:25]2[CH3:31].CCN(C(C)C)C(C)C.[Cl:41][CH2:42][C:43](Cl)=[O:44]. (2) Given the product [CH2:23]([N:30]1[CH2:35][CH2:34][CH:33]([N:36]2[CH2:21][C:19]3=[CH:18][N:17]=[C:16]([CH3:15])[N:20]3[C:11]2=[O:13])[CH2:32][CH2:31]1)[C:24]1[CH:25]=[CH:26][CH:27]=[CH:28][CH:29]=1, predict the reactants needed to synthesize it. The reactants are: C(O[BH-](O[C:11](=[O:13])C)OC(=O)C)(=O)C.[Na+].[CH3:15][C:16]1[NH:17][CH:18]=[C:19]([CH:21]=O)[N:20]=1.[CH2:23]([N:30]1[CH2:35][CH2:34][CH:33]([NH2:36])[CH2:32][CH2:31]1)[C:24]1[CH:29]=[CH:28][CH:27]=[CH:26][CH:25]=1.C(O)(=O)C. (3) Given the product [S:1]([O:8][CH2:9][C:10]([O:12][CH2:13][CH3:14])=[O:11])([C:4]([F:6])([F:7])[F:5])(=[O:3])=[O:2], predict the reactants needed to synthesize it. The reactants are: [S:1]([O:8][CH2:9][C:10]([O:12][CH3:13])=[O:11])([C:4]([F:7])([F:6])[F:5])(=[O:3])=[O:2].[CH2:14](C(O)C([O-])=O)C. (4) Given the product [F:15][C:16]([F:23])([F:22])[S:17]([O-:20])(=[O:19])=[O:18].[C:12]([C:10]1[N+:9]([CH3:16])=[CH:8][N:7]([C:3]2[CH:2]=[C:1]([CH3:14])[CH:6]=[CH:5][CH:4]=2)[CH:11]=1)#[N:13], predict the reactants needed to synthesize it. The reactants are: [C:1]1([CH3:14])[CH:6]=[CH:5][CH:4]=[C:3]([N:7]2[CH:11]=[C:10]([C:12]#[N:13])[N:9]=[CH:8]2)[CH:2]=1.[F:15][C:16]([F:23])([F:22])[S:17]([O:20]C)(=[O:19])=[O:18]. (5) Given the product [CH2:1]([C:3]1[S:12][C:11]2[S:10][C:9]3[CH:13]=[CH:14][CH:15]=[CH:16][C:8]=3[CH2:7][C:6](=[S:27])[C:5]=2[CH:4]=1)[CH3:2], predict the reactants needed to synthesize it. The reactants are: [CH2:1]([C:3]1[S:12][C:11]2[S:10][C:9]3[CH:13]=[CH:14][CH:15]=[CH:16][C:8]=3[CH2:7][C:6](=O)[C:5]=2[CH:4]=1)[CH3:2].COC1C=CC(P2(SP(C3C=CC(OC)=CC=3)(=S)S2)=[S:27])=CC=1. (6) The reactants are: [O:1]=[C:2]1[CH2:7][CH2:6][CH:5]([C:8]([O:10][CH2:11][CH3:12])=[O:9])[CH2:4][CH2:3]1.[Li][CH3:14].[NH4+].[Cl-]. Given the product [OH:1][C:2]1([CH3:14])[CH2:7][CH2:6][CH:5]([C:8]([O:10][CH2:11][CH3:12])=[O:9])[CH2:4][CH2:3]1, predict the reactants needed to synthesize it.